From a dataset of Forward reaction prediction with 1.9M reactions from USPTO patents (1976-2016). Predict the product of the given reaction. (1) Given the reactants [CH2:1]([O:8][N:9]1[C:14]2[N:15]=[CH:16][N:17]=[CH:18][C:13]=2[C:12](OS(C(F)(F)F)(=O)=O)=[C:11]([C:27]([O:29][CH2:30][CH3:31])=[O:28])[C:10]1=[O:32])[C:2]1[CH:7]=[CH:6][CH:5]=[CH:4][CH:3]=1.[CH2:33]([NH2:40])[C:34]1[CH:39]=[CH:38][CH:37]=[CH:36][CH:35]=1, predict the reaction product. The product is: [CH2:33]([NH:40][C:12]1[C:13]2[CH:18]=[N:17][CH:16]=[N:15][C:14]=2[N:9]([O:8][CH2:1][C:2]2[CH:7]=[CH:6][CH:5]=[CH:4][CH:3]=2)[C:10](=[O:32])[C:11]=1[C:27]([O:29][CH2:30][CH3:31])=[O:28])[C:34]1[CH:39]=[CH:38][CH:37]=[CH:36][CH:35]=1. (2) Given the reactants [C:1]([O:5][C:6](=[O:22])[NH:7][C:8]1[CH:13]=[CH:12][C:11]([C:14]2[CH:19]=[CH:18][C:17]([F:20])=[CH:16][CH:15]=2)=[CH:10][C:9]=1[NH2:21])([CH3:4])([CH3:3])[CH3:2].[N:23]1([C:28]2[CH:33]=[C:32]([C:34]3[O:39]C(C)(C)[O:37][C:36](=O)[CH:35]=3)[CH:31]=[CH:30][N:29]=2)[CH:27]=[CH:26][N:25]=[CH:24]1, predict the reaction product. The product is: [C:1]([O:5][C:6](=[O:22])[NH:7][C:8]1[CH:13]=[CH:12][C:11]([C:14]2[CH:15]=[CH:16][C:17]([F:20])=[CH:18][CH:19]=2)=[CH:10][C:9]=1[NH:21][C:36](=[O:37])[CH2:35][C:34]([C:32]1[CH:31]=[CH:30][N:29]=[C:28]([N:23]2[CH:27]=[CH:26][N:25]=[CH:24]2)[CH:33]=1)=[O:39])([CH3:4])([CH3:2])[CH3:3].